Dataset: Catalyst prediction with 721,799 reactions and 888 catalyst types from USPTO. Task: Predict which catalyst facilitates the given reaction. (1) Reactant: [NH:1]1[C:5]2=[N:6][CH:7]=[C:8]([C:10]3[CH:11]=[C:12]([NH:16][S:17]([CH3:20])(=[O:19])=[O:18])[CH:13]=[CH:14][CH:15]=3)[CH:9]=[C:4]2[CH:3]=[CH:2]1.[I:21]N1C(=O)CCC1=O. Product: [I:21][C:3]1[C:4]2[C:5](=[N:6][CH:7]=[C:8]([C:10]3[CH:11]=[C:12]([NH:16][S:17]([CH3:20])(=[O:18])=[O:19])[CH:13]=[CH:14][CH:15]=3)[CH:9]=2)[NH:1][CH:2]=1. The catalyst class is: 21. (2) Reactant: [Mg].Br[C:3]1[CH:4]=[C:5]([CH:14]=[CH:15][CH:16]=1)[O:6][Si:7]([C:10]([CH3:13])([CH3:12])[CH3:11])([CH3:9])[CH3:8].[Br-].[C:18]1(=[O:25])[O:24][C:22](=[O:23])[CH2:21][CH2:20][CH2:19]1. Product: [C:10]([Si:7]([CH3:9])([CH3:8])[O:6][C:5]1[CH:4]=[C:3]([C:18](=[O:25])[CH2:19][CH2:20][CH2:21][C:22]([OH:24])=[O:23])[CH:16]=[CH:15][CH:14]=1)([CH3:13])([CH3:12])[CH3:11]. The catalyst class is: 49. (3) Reactant: [NH2:1][C@@H:2]([CH3:19])[CH2:3][N:4]1[CH:8]=[CH:7][C:6]([C:9]2[CH:16]=[CH:15][C:12]([C:13]#[N:14])=[C:11]([Cl:17])[C:10]=2[CH3:18])=[N:5]1.[O:20]1[CH:24]=[CH:23][CH:22]=[C:21]1[C:25]1[CH:29]=[C:28]([C:30](O)=[O:31])[NH:27][N:26]=1.C1C=CC2N(O)N=NC=2C=1.CCN(C(C)C)C(C)C.CCN=C=NCCCN(C)C. Product: [Cl:17][C:11]1[C:10]([CH3:18])=[C:9]([C:6]2[CH:7]=[CH:8][N:4]([CH2:3][C@@H:2]([NH:1][C:30]([C:28]3[NH:27][N:26]=[C:25]([C:21]4[O:20][CH:24]=[CH:23][CH:22]=4)[CH:29]=3)=[O:31])[CH3:19])[N:5]=2)[CH:16]=[CH:15][C:12]=1[C:13]#[N:14]. The catalyst class is: 2. (4) Reactant: [CH:1]1([CH2:4][O:5][C:6]2[CH:14]=[CH:13][C:9]([C:10](O)=[O:11])=[C:8]([F:15])[CH:7]=2)[CH2:3][CH2:2]1.B.C1COCC1.O. Product: [CH:1]1([CH2:4][O:5][C:6]2[CH:14]=[CH:13][C:9]([CH2:10][OH:11])=[C:8]([F:15])[CH:7]=2)[CH2:2][CH2:3]1. The catalyst class is: 1.